This data is from Full USPTO retrosynthesis dataset with 1.9M reactions from patents (1976-2016). The task is: Predict the reactants needed to synthesize the given product. (1) Given the product [C:1]([O:5][C:6](=[O:13])[NH:7][CH:8]1[CH2:11][CH:10]([N:20]2[CH2:21][CH2:22][N:17]([C:14](=[O:16])[CH3:15])[CH2:18][CH2:19]2)[CH2:9]1)([CH3:4])([CH3:3])[CH3:2], predict the reactants needed to synthesize it. The reactants are: [C:1]([O:5][C:6](=[O:13])[NH:7][CH:8]1[CH2:11][C:10](=O)[CH2:9]1)([CH3:4])([CH3:3])[CH3:2].[C:14]([N:17]1[CH2:22][CH2:21][NH:20][CH2:19][CH2:18]1)(=[O:16])[CH3:15].C(O[BH-](OC(=O)C)OC(=O)C)(=O)C.[Na+]. (2) Given the product [CH2:11]([C:6]1[C:5]([CH2:4][NH2:1])=[CH:10][CH:9]=[CH:8][N:7]=1)[CH3:12], predict the reactants needed to synthesize it. The reactants are: [N:1]([CH2:4][C:5]1[C:6]([CH2:11][CH3:12])=[N:7][CH:8]=[CH:9][CH:10]=1)=[N+]=[N-]. (3) The reactants are: C[O:2][C:3](=[O:27])[C:4]1[CH:9]=[CH:8][C:7]([C:10]2[C:15]([C:16]#[C:17][C:18]3[CH:19]=[N:20][C:21]([NH2:24])=[CH:22][CH:23]=3)=[C:14]([CH3:25])[N:13]=[CH:12][N:11]=2)=[CH:6][C:5]=1[F:26].[Li+].[OH-]. Given the product [NH2:24][C:21]1[N:20]=[CH:19][C:18]([C:17]#[C:16][C:15]2[C:10]([C:7]3[CH:8]=[CH:9][C:4]([C:3]([OH:27])=[O:2])=[C:5]([F:26])[CH:6]=3)=[N:11][CH:12]=[N:13][C:14]=2[CH3:25])=[CH:23][CH:22]=1, predict the reactants needed to synthesize it. (4) The reactants are: C1C(=O)N([Br:8])C(=O)C1.[CH2:9]([O:12][C:13]1[CH:18]=[CH:17][C:16]([C:19]2[CH:23]=[C:22]([CH2:24][C:25]([O:27][C:28]([CH3:31])([CH3:30])[CH3:29])=[O:26])[O:21][N:20]=2)=[C:15]([C:32]([F:35])([F:34])[F:33])[CH:14]=1)[CH2:10][CH3:11].BrC(C1ON=C(C2C=CC(OCCC)=CC=2C(F)(F)F)C=1)C(OCC)=O. Given the product [Br:8][CH:24]([C:22]1[O:21][N:20]=[C:19]([C:16]2[CH:17]=[CH:18][C:13]([O:12][CH2:9][CH2:10][CH3:11])=[CH:14][C:15]=2[C:32]([F:34])([F:35])[F:33])[CH:23]=1)[C:25]([O:27][C:28]([CH3:29])([CH3:30])[CH3:31])=[O:26], predict the reactants needed to synthesize it. (5) Given the product [ClH:24].[Br:1][C:2]1[CH:3]=[C:4]2[C:12](=[CH:13][CH:14]=1)[NH:11][C:10]1[CH:9]([NH:15][C:19]3[N:20]=[C:21]([CH3:23])[CH:22]=[C:17]([CH3:16])[N:18]=3)[CH2:8][CH2:7][CH2:6][C:5]2=1, predict the reactants needed to synthesize it. The reactants are: [Br:1][C:2]1[CH:3]=[C:4]2[C:12](=[CH:13][CH:14]=1)[NH:11][C:10]1[CH:9]([NH2:15])[CH2:8][CH2:7][CH2:6][C:5]2=1.[CH3:16][C:17]1[CH:22]=[C:21]([CH3:23])[N:20]=[C:19]([Cl:24])[N:18]=1. (6) Given the product [Br:27][C:12]1[C:7]([F:6])=[C:8]2[CH:15]=[CH:14][N:13]([Si:16]([CH:20]([CH3:22])[CH3:21])([CH:23]([CH3:25])[CH3:24])[CH:17]([CH3:18])[CH3:19])[C:9]2=[N:10][CH:11]=1, predict the reactants needed to synthesize it. The reactants are: [Li]C(CC)C.[F:6][C:7]1[CH:12]=[CH:11][N:10]=[C:9]2[N:13]([Si:16]([CH:23]([CH3:25])[CH3:24])([CH:20]([CH3:22])[CH3:21])[CH:17]([CH3:19])[CH3:18])[CH:14]=[CH:15][C:8]=12.C(Br)(Br)(Br)[Br:27].[Cl-].[NH4+]. (7) Given the product [CH2:1]([O:8][C:9]1[CH:10]=[CH:11][C:12]([CH2:15][C:16](=[O:17])[CH2:22][CH2:23][CH3:24])=[CH:13][CH:14]=1)[C:2]1[CH:3]=[CH:4][CH:5]=[CH:6][CH:7]=1, predict the reactants needed to synthesize it. The reactants are: [CH2:1]([O:8][C:9]1[CH:14]=[CH:13][C:12]([CH2:15][C:16](N(OC)C)=[O:17])=[CH:11][CH:10]=1)[C:2]1[CH:7]=[CH:6][CH:5]=[CH:4][CH:3]=1.[CH2:22]([Mg]Br)[CH2:23][CH3:24]. (8) Given the product [CH3:1][C:2]1[C:8]([N+:9]([O-:11])=[O:10])=[CH:7][CH:6]=[CH:5][C:3]=1[NH:4][S:13]([CH3:12])(=[O:15])=[O:14], predict the reactants needed to synthesize it. The reactants are: [CH3:1][C:2]1[C:8]([N+:9]([O-:11])=[O:10])=[CH:7][CH:6]=[CH:5][C:3]=1[NH2:4].[CH3:12][S:13](Cl)(=[O:15])=[O:14].